Binary Classification. Given a miRNA mature sequence and a target amino acid sequence, predict their likelihood of interaction. From a dataset of Experimentally validated miRNA-target interactions with 360,000+ pairs, plus equal number of negative samples. The miRNA is mmu-miR-1946b with sequence GCCGGGCAGUGGUGGCACAUGCUUUU. The protein sequence of the target gene is MGSENSALKSYTLRESPFTLPSGLAVYPAILQDGKCASVFVYKRENEDKVNKAAKHLKTLRHPCLLRFLSCTVEADGIHLVTERVQPLEVALETLSPAEVCAGIYDILLALIFLHDRGHLTHNNVCLSSVFVSEDGHWKLGGMETVCQVPQATPEFLRNIQSVRDPASIPPEEMSPEFSGLPESHGHARDAYAFGALVDSLLPIFNEQVSADVLSSFLQILHSALLNPMPECRPALSTLLSHDFFRNDFLEVVNFLKSLTLKSEDEKTEFFKFLLDRVSCLSEELIASRLVPLLLNQLVF.... Result: 0 (no interaction).